Dataset: Reaction yield outcomes from USPTO patents with 853,638 reactions. Task: Predict the reaction yield, written as a fraction of the theoretical maximum amount of product (1.0 means a 100% yield; for example, 0.34 means a 34% yield). (1) The catalyst is C1COCC1. The product is [CH3:7][O:6][C:4]([C:3]1[C:2]([NH2:1])=[C:11]([F:12])[C:10]2[N:13]=[CH:15][NH:14][C:9]=2[CH:8]=1)=[O:5]. The reactants are [NH2:1][C:2]1[C:11]([F:12])=[C:10]([NH2:13])[C:9]([NH2:14])=[CH:8][C:3]=1[C:4]([O:6][CH3:7])=[O:5].[CH:15](OCC)(OCC)OCC.OS(O)(=O)=O. The yield is 0.940. (2) The reactants are [F:1][C:2]([F:19])([F:18])[C:3]1[CH:4]=[CH:5][C:6]([O:9][C:10]2[CH:17]=[CH:16][C:13]([CH:14]=O)=[CH:12][CH:11]=2)=[N:7][CH:8]=1.C([O-])(=O)C.[NH4+].[N+:25]([CH3:28])([O-:27])=[O:26]. No catalyst specified. The product is [N+:25]([CH:28]=[CH:14][C:13]1[CH:16]=[CH:17][C:10]([O:9][C:6]2[CH:5]=[CH:4][C:3]([C:2]([F:19])([F:18])[F:1])=[CH:8][N:7]=2)=[CH:11][CH:12]=1)([O-:27])=[O:26]. The yield is 0.560. (3) The reactants are [CH:1]1([N:7]2[C:12]([OH:13])=[C:11]([C:14]([NH:16][CH2:17][C:18]([O:20]CC)=[O:19])=[O:15])[C:10](=[O:23])[NH:9][C:8]2=[O:24])[CH2:6][CH2:5][CH2:4][CH2:3][CH2:2]1.C(=O)([O-])[O-].[K+].[K+].[CH3:31][O:32][C:33]1[CH:34]=[C:35]([CH:38]=[C:39]([O:41][CH3:42])[CH:40]=1)[CH2:36]Br.Cl. The catalyst is CC(N(C)C)=O. The product is [CH3:42][O:41][C:39]1[CH:38]=[C:35]([CH2:36][N:9]2[C:10](=[O:23])[C:11]([C:14]([NH:16][CH2:17][C:18]([OH:20])=[O:19])=[O:15])=[C:12]([OH:13])[N:7]([CH:1]3[CH2:2][CH2:3][CH2:4][CH2:5][CH2:6]3)[C:8]2=[O:24])[CH:34]=[C:33]([O:32][CH3:31])[CH:40]=1. The yield is 0.410. (4) The reactants are I.[NH2:2][C:3]1[C:4]([C:11]([NH:13][C:14](=[NH:17])SC)=[O:12])=[N:5][C:6]([Cl:10])=[C:7]([NH2:9])[N:8]=1.Br.[OH:19][C:20]1[CH:25]=[CH:24][C:23]([CH2:26][CH2:27][CH2:28][CH2:29][NH2:30])=[CH:22][CH:21]=1. The catalyst is C1COCC1.C(N(CC)CC)C. The product is [ClH:10].[OH:19][C:20]1[CH:21]=[CH:22][C:23]([CH2:26][CH2:27][CH2:28][CH2:29][NH:30][C:14]([NH:13][C:11]([C:4]2[C:3]([NH2:2])=[N:8][C:7]([NH2:9])=[C:6]([Cl:10])[N:5]=2)=[O:12])=[NH:17])=[CH:24][CH:25]=1. The yield is 0.410. (5) The reactants are [Cl:1][C:2]1[CH:7]=[CH:6][C:5]([CH2:8][C:9]([O:11][CH3:12])=[O:10])=[CH:4][CH:3]=1.[CH2:13]=[O:14].Cl. The catalyst is CS(C)=O.C[O-].[Na+]. The product is [Cl:1][C:2]1[CH:3]=[CH:4][C:5]([CH:8]([CH2:13][OH:14])[C:9]([O:11][CH3:12])=[O:10])=[CH:6][CH:7]=1. The yield is 0.920. (6) The reactants are [CH3:1][C:2]1[CH:6]=[C:5]([CH3:7])[N:4]([CH2:8][C:9]([N:11]2[CH2:16][CH2:15][N:14]([C:17]3[CH:25]=[CH:24][CH:23]=[CH:22][C:18]=3[C:19](O)=[O:20])[CH2:13][CH2:12]2)=[O:10])[N:3]=1.C(Cl)(=O)C(Cl)=O.[NH2:32][C:33]1[CH:38]=[CH:37][N:36]=[CH:35][CH:34]=1.C(N(C(C)C)CC)(C)C. The catalyst is C(Cl)Cl.CN(C=O)C. The product is [CH3:1][C:2]1[CH:6]=[C:5]([CH3:7])[N:4]([CH2:8][C:9]([N:11]2[CH2:12][CH2:13][N:14]([C:17]3[CH:25]=[CH:24][CH:23]=[CH:22][C:18]=3[C:19]([NH:32][C:33]3[CH:38]=[CH:37][N:36]=[CH:35][CH:34]=3)=[O:20])[CH2:15][CH2:16]2)=[O:10])[N:3]=1. The yield is 0.630. (7) The product is [CH:18]1([NH:17][C:15](=[O:16])[C:14]2[CH:21]=[CH:22][C:11]([C:8]3[N:6]4[CH:7]=[C:2]([C:29]5[CH:34]=[CH:33][CH:32]=[CH:31][CH:30]=5)[N:3]=[C:4]([NH:23][CH2:24][C:25]([OH:28])([CH3:27])[CH3:26])[C:5]4=[N:10][CH:9]=3)=[CH:12][CH:13]=2)[CH2:20][CH2:19]1. The catalyst is C1(C=CC=CC=1)[P](C1C=CC=CC=1)(C1C=CC=CC=1)[Pd][P](C1C=CC=CC=1)(C1C=CC=CC=1)C1C=CC=CC=1.O.CN1C(=O)CCC1.C(O)CC. The yield is 0.620. The reactants are Br[C:2]1[N:3]=[C:4]([NH:23][CH2:24][C:25]([OH:28])([CH3:27])[CH3:26])[C:5]2[N:6]([C:8]([C:11]3[CH:22]=[CH:21][C:14]([C:15]([NH:17][CH:18]4[CH2:20][CH2:19]4)=[O:16])=[CH:13][CH:12]=3)=[CH:9][N:10]=2)[CH:7]=1.[C:29]1(B(O)O)[CH:34]=[CH:33][CH:32]=[CH:31][CH:30]=1.C(=O)([O-])[O-].[K+].[K+].C1(P(C2C=CC=CC=2)C2C=CC=CC=2)C=CC=CC=1. (8) The reactants are [CH:1]1([NH:4][C:5](=[O:23])[C:6]2[CH:11]=[CH:10][C:9]([CH3:12])=[C:8]([NH:13][C:14](=[O:22])[C:15]3[CH:20]=[CH:19][C:18]([OH:21])=[CH:17][CH:16]=3)[CH:7]=2)[CH2:3][CH2:2]1.[O:24]1[CH2:28][CH2:27][O:26][CH:25]1[CH2:29][O:30][C:31]1[CH:32]=[CH:33][C:34]([CH2:37]O)=[N:35][CH:36]=1.C1(P(C2C=CC=CC=2)C2C=CC=CC=2)C=CC=CC=1.N(C(OC(C)(C)C)=O)=NC(OC(C)(C)C)=O. The catalyst is C1COCC1. The product is [CH:1]1([NH:4][C:5](=[O:23])[C:6]2[CH:11]=[CH:10][C:9]([CH3:12])=[C:8]([NH:13][C:14](=[O:22])[C:15]3[CH:16]=[CH:17][C:18]([O:21][CH2:37][C:34]4[CH:33]=[CH:32][C:31]([O:30][CH2:29][CH:25]5[O:26][CH2:27][CH2:28][O:24]5)=[CH:36][N:35]=4)=[CH:19][CH:20]=3)[CH:7]=2)[CH2:2][CH2:3]1. The yield is 0.760. (9) The reactants are Cl.[C:2]1([C:8](=[N:15][CH2:16][C:17]2([C:30](=[O:42])[NH:31][C:32]3[CH:37]=[C:36]([C:38]([F:41])([F:40])[F:39])[CH:35]=[CH:34][N:33]=3)[CH2:22][CH2:21][N:20](C(OC(C)(C)C)=O)[CH2:19][CH2:18]2)[C:9]2[CH:14]=[CH:13][CH:12]=[CH:11][CH:10]=2)[CH:7]=[CH:6][CH:5]=[CH:4][CH:3]=1. The catalyst is O1CCOCC1.CO. The product is [C:2]1([C:8](=[N:15][CH2:16][C:17]2([C:30]([NH:31][C:32]3[CH:37]=[C:36]([C:38]([F:40])([F:41])[F:39])[CH:35]=[CH:34][N:33]=3)=[O:42])[CH2:22][CH2:21][NH:20][CH2:19][CH2:18]2)[C:9]2[CH:10]=[CH:11][CH:12]=[CH:13][CH:14]=2)[CH:3]=[CH:4][CH:5]=[CH:6][CH:7]=1. The yield is 0.970. (10) The reactants are [Br:1][C:2]1[C:3]([F:20])=[C:4]([CH:17]=[CH:18][CH:19]=1)/[CH:5]=[C:6]1\[C:7](=[O:16])[NH:8][C:9]2[C:10]\1=[N:11][CH:12]=[C:13]([Cl:15])[CH:14]=2.[Li+].[OH-].[CH3:23][C:24]([CH3:48])([CH3:47])[CH2:25]/[CH:26]=[N:27]/[CH2:28][C:29]([NH:31][C:32]1[CH:44]=[CH:43][C:35]([O:36][CH2:37][CH2:38][O:39]C(=O)C)=[CH:34][C:33]=1[O:45][CH3:46])=[O:30].[OH-].[Na+]. The catalyst is O1CCCC1.O. The product is [Br:1][C:2]1[C:3]([F:20])=[C:4]([CH:5]2[C:6]3([C:10]4=[N:11][CH:12]=[C:13]([Cl:15])[CH:14]=[C:9]4[NH:8][C:7]3=[O:16])[CH:26]([CH2:25][C:24]([CH3:48])([CH3:47])[CH3:23])[NH:27][CH:28]2[C:29]([NH:31][C:32]2[CH:44]=[CH:43][C:35]([O:36][CH2:37][CH2:38][OH:39])=[CH:34][C:33]=2[O:45][CH3:46])=[O:30])[CH:17]=[CH:18][CH:19]=1. The yield is 0.210.